Dataset: Reaction yield outcomes from USPTO patents with 853,638 reactions. Task: Predict the reaction yield, written as a fraction of the theoretical maximum amount of product (1.0 means a 100% yield; for example, 0.34 means a 34% yield). (1) The reactants are C([O:5][C:6]1[CH:11]=[N:10][CH:9]=[C:8]([CH2:12][CH2:13][N:14]2[CH2:19][CH2:18][CH2:17][CH:16]([CH2:20][O:21][C:22]3[CH:27]=[CH:26][CH:25]=[CH:24][C:23]=3[F:28])[CH2:15]2)[N:7]=1)(C)(C)C.C(=O)(O)[O-].[Na+].ClCCl. The catalyst is C(OCC)(=O)C.Cl.C(OCC)(=O)C. The product is [F:28][C:23]1[CH:24]=[CH:25][CH:26]=[CH:27][C:22]=1[O:21][CH2:20][CH:16]1[CH2:17][CH2:18][CH2:19][N:14]([CH2:13][CH2:12][C:8]2[NH:7][C:6](=[O:5])[CH:11]=[N:10][CH:9]=2)[CH2:15]1. The yield is 0.790. (2) The reactants are [CH2:1]([O:3][C:4]([C:6]1[C:7]([CH3:26])=[C:8]([C:19]([O:21][C:22]([CH3:25])([CH3:24])[CH3:23])=[O:20])[NH:9][C:10]=1[CH2:11][CH2:12][CH2:13]OS(C)(=O)=O)=[O:5])[CH3:2].[NH2:27][CH2:28][C@@H:29]([OH:37])[CH2:30][N:31]1[CH2:36][CH2:35][O:34][CH2:33][CH2:32]1. The catalyst is ClCCl.[Cl-].[Na+].O. The product is [CH2:1]([O:3][C:4]([C:6]1[C:7]([CH3:26])=[C:8]([C:19]([O:21][C:22]([CH3:25])([CH3:24])[CH3:23])=[O:20])[NH:9][C:10]=1[CH2:11][CH2:12][CH2:13][NH:27][CH2:28][C@H:29]([OH:37])[CH2:30][N:31]1[CH2:32][CH2:33][O:34][CH2:35][CH2:36]1)=[O:5])[CH3:2]. The yield is 0.725. (3) The reactants are Br[CH2:2][C:3]1[CH:8]=[CH:7][C:6]([Cl:9])=[CH:5][C:4]=1[F:10].[Cl:11][C:12]1[CH:26]=[CH:25][C:15]([O:16][C:17]2[CH:18]=[CH:19][C:20]([CH:23]=[O:24])=[N:21][CH:22]=2)=[CH:14][CH:13]=1. The catalyst is CCOCC. The product is [Cl:9][C:6]1[CH:7]=[CH:8][C:3]([CH2:2][CH:23]([C:20]2[CH:19]=[CH:18][C:17]([O:16][C:15]3[CH:25]=[CH:26][C:12]([Cl:11])=[CH:13][CH:14]=3)=[CH:22][N:21]=2)[OH:24])=[C:4]([F:10])[CH:5]=1. The yield is 0.450. (4) The reactants are [C:1]([O:5][C@H:6]1[CH2:10][N:9]([C:11](=[O:19])[CH2:12][C:13]2[O:17][N:16]=[C:15]([CH3:18])[CH:14]=2)[C@H:8]([C:20]([O:22]CC=C)=[O:21])[CH2:7]1)([CH3:4])([CH3:3])[CH3:2].N1CCOCC1. The catalyst is C1COCC1.C1C=CC([P]([Pd]([P](C2C=CC=CC=2)(C2C=CC=CC=2)C2C=CC=CC=2)([P](C2C=CC=CC=2)(C2C=CC=CC=2)C2C=CC=CC=2)[P](C2C=CC=CC=2)(C2C=CC=CC=2)C2C=CC=CC=2)(C2C=CC=CC=2)C2C=CC=CC=2)=CC=1. The product is [C:1]([O:5][C@H:6]1[CH2:10][N:9]([C:11](=[O:19])[CH2:12][C:13]2[O:17][N:16]=[C:15]([CH3:18])[CH:14]=2)[C@H:8]([C:20]([OH:22])=[O:21])[CH2:7]1)([CH3:4])([CH3:2])[CH3:3]. The yield is 0.860. (5) The reactants are CO[C:3]1[CH:8]=[CH:7][C:6]([N:9]2[CH2:14][CH2:13][N:12]([C:15]3[C:16]([CH3:30])=[C:17]([CH3:29])[C:18]4[O:22][C:21]([CH2:24]C#N)([CH3:23])[CH2:20][C:19]=4[C:27]=3[CH3:28])[CH2:11][CH2:10]2)=[CH:5][CH:4]=1.[OH-:31].[Na+].[CH2:33](O)C.Cl.[C:37]([O:40]CC)(=[O:39])C. The catalyst is O. The product is [CH3:33][O:31][C:3]1[CH:4]=[CH:5][C:6]([N:9]2[CH2:10][CH2:11][N:12]([C:15]3[C:16]([CH3:30])=[C:17]([CH3:29])[C:18]4[O:22][C:21]([CH2:24][C:37]([OH:40])=[O:39])([CH3:23])[CH2:20][C:19]=4[C:27]=3[CH3:28])[CH2:13][CH2:14]2)=[CH:7][CH:8]=1. The yield is 0.550. (6) The reactants are C([O:3][P:4]([CH2:9][CH2:10][N:11]1[CH2:16][CH2:15][N:14]([CH2:17][C:18]2[CH:23]=[CH:22][C:21]([C:24](=[O:46])[NH:25][C:26]3[CH:31]=[CH:30][C:29]([CH3:32])=[C:28]([NH:33][C:34]4[N:39]=[C:38]([C:40]5[CH:41]=[N:42][CH:43]=[CH:44][CH:45]=5)[CH:37]=[CH:36][N:35]=4)[CH:27]=3)=[CH:20][CH:19]=2)[CH2:13][CH2:12]1)(=[O:8])[O:5]CC)C.C[Si](Br)(C)C. The catalyst is CN(C=O)C. The product is [CH3:32][C:29]1[CH:30]=[CH:31][C:26]([NH:25][C:24]([C:21]2[CH:20]=[CH:19][C:18]([CH2:17][N:14]3[CH2:13][CH2:12][N:11]([CH2:10][CH2:9][P:4](=[O:3])([OH:5])[OH:8])[CH2:16][CH2:15]3)=[CH:23][CH:22]=2)=[O:46])=[CH:27][C:28]=1[NH:33][C:34]1[N:39]=[C:38]([C:40]2[CH:41]=[N:42][CH:43]=[CH:44][CH:45]=2)[CH:37]=[CH:36][N:35]=1. The yield is 0.500.